From a dataset of Reaction yield outcomes from USPTO patents with 853,638 reactions. Predict the reaction yield, written as a fraction of the theoretical maximum amount of product (1.0 means a 100% yield; for example, 0.34 means a 34% yield). (1) The reactants are [CH3:1][O:2][C:3]([C@@H:5]1[C@@H:10]2[CH2:11][C@@H:7]([CH:8]=[CH:9]2)[C@@H:6]1C(O)=O)=[O:4].C([N:17](CC)CC)C.Cl[C:23]([O:25][CH2:26][CH3:27])=[O:24].[N-]=[N+]=[N-].[Na+].[CH2:32](O)[C:33]1C=C[CH:36]=[CH:35][CH:34]=1. The catalyst is O1CCCC1.O.C1C=CC=CC=1.ClCCl. The product is [CH2:26]([O:25][C:23]([NH:17][C@H:6]1[C@H:7]2[CH2:11][C@H:10]([CH:9]=[CH:8]2)[C@H:5]1[C:3]([O:2][CH3:1])=[O:4])=[O:24])[C:27]1[CH:36]=[CH:35][CH:34]=[CH:33][CH:32]=1. The yield is 0.770. (2) The reactants are [N:1]1[C:10]2[CH:9]([NH:11][CH2:12][CH2:13][CH2:14][CH2:15][N:16]3[C:24](=[O:25])[C:23]4[C:18](=[CH:19][CH:20]=[CH:21][CH:22]=4)[C:17]3=[O:26])[CH2:8][CH2:7][CH2:6][C:5]=2[CH:4]=[CH:3][CH:2]=1.C(N(C(C)C)CC)(C)C.[I-].[K+].Cl[CH2:39][C:40]1[NH:44][C:43]2[CH:45]=[C:46]([CH3:50])[C:47]([CH3:49])=[CH:48][C:42]=2[N:41]=1. The catalyst is C(#N)C. The product is [CH3:50][C:46]1[C:47]([CH3:49])=[CH:48][C:42]2[NH:41][C:40]([CH2:39][N:11]([CH:9]3[C:10]4[N:1]=[CH:2][CH:3]=[CH:4][C:5]=4[CH2:6][CH2:7][CH2:8]3)[CH2:12][CH2:13][CH2:14][CH2:15][N:16]3[C:24](=[O:25])[C:23]4[C:18](=[CH:19][CH:20]=[CH:21][CH:22]=4)[C:17]3=[O:26])=[N:44][C:43]=2[CH:45]=1. The yield is 0.280. (3) The reactants are C(OC([NH:8][C@@H:9]([CH2:17][C:18]([O:20][C:21]1[CH:26]=[CH:25][C:24]([C@@H:27]2[CH2:32][CH2:31][N:30]([C@@H:33]3[CH2:37][CH2:36][N:35]([CH2:38][C:39]4[CH:44]=[CH:43][C:42]([CH3:45])=[CH:41][CH:40]=4)[C:34]3=[O:46])[CH2:29][C@H:28]2[F:47])=[CH:23][CH:22]=1)=[O:19])[C:10]([O:12]C(C)(C)C)=[O:11])=O)(C)(C)C.[ClH:48].C(OCC)C. The catalyst is C(Cl)Cl. The product is [ClH:48].[NH2:8][C@@H:9]([CH2:17][C:18]([O:20][C:21]1[CH:22]=[CH:23][C:24]([C@@H:27]2[CH2:32][CH2:31][N:30]([C@@H:33]3[CH2:37][CH2:36][N:35]([CH2:38][C:39]4[CH:40]=[CH:41][C:42]([CH3:45])=[CH:43][CH:44]=4)[C:34]3=[O:46])[CH2:29][C@H:28]2[F:47])=[CH:25][CH:26]=1)=[O:19])[C:10]([OH:12])=[O:11]. The yield is 0.570.